From a dataset of HIV replication inhibition screening data with 41,000+ compounds from the AIDS Antiviral Screen. Binary Classification. Given a drug SMILES string, predict its activity (active/inactive) in a high-throughput screening assay against a specified biological target. (1) The molecule is Cc1ccc(S(=O)(=O)OC2COCOC2C2OCOC3COCOC32)cc1. The result is 0 (inactive). (2) The compound is CC(=NNC(N)=S)C(CN(CC(C)C)CC(C)C)C(=O)Nc1ccc(C)cc1C. The result is 0 (inactive). (3) The molecule is Cc1cc2c(C)nn(Cc3ccccc3Cl)c2c(C#N)c1C. The result is 0 (inactive).